Dataset: Full USPTO retrosynthesis dataset with 1.9M reactions from patents (1976-2016). Task: Predict the reactants needed to synthesize the given product. (1) Given the product [N:33]1([S:30]([N:6]([CH2:5][C:4]([OH:42])=[O:3])[CH2:7][C:8]2[CH:9]=[CH:10][C:11]([O:14][CH2:15][CH2:16][C:17]3[N:18]=[C:19]([C:23]4[CH:24]=[CH:25][C:26]([CH3:29])=[CH:27][CH:28]=4)[O:20][C:21]=3[CH3:22])=[CH:12][CH:13]=2)(=[O:31])=[O:32])[C:41]2[C:36](=[CH:37][CH:38]=[CH:39][CH:40]=2)[CH2:35][CH2:34]1, predict the reactants needed to synthesize it. The reactants are: C([O:3][C:4](=[O:42])[CH2:5][N:6]([S:30]([N:33]1[C:41]2[C:36](=[CH:37][CH:38]=[CH:39][CH:40]=2)[CH2:35][CH2:34]1)(=[O:32])=[O:31])[CH2:7][C:8]1[CH:13]=[CH:12][C:11]([O:14][CH2:15][CH2:16][C:17]2[N:18]=[C:19]([C:23]3[CH:28]=[CH:27][C:26]([CH3:29])=[CH:25][CH:24]=3)[O:20][C:21]=2[CH3:22])=[CH:10][CH:9]=1)C.O.[OH-].[Li+]. (2) Given the product [C@H:1]1([N:13]2[CH2:14][CH2:15][CH:16]([N:19]3[C:20]4[CH:25]=[CH:24][CH:23]=[CH:22][C:21]=4[NH:26][C:27]3=[O:28])[CH2:17][CH2:18]2)[C:11]2=[C:12]3[C:7](=[CH:8][CH:9]=[CH:10]2)[CH:6]=[CH:5][CH:4]=[C:3]3[CH2:2]1, predict the reactants needed to synthesize it. The reactants are: [C@H:1]1([N:13]2[CH2:18][CH2:17][CH:16]([NH:19][C:20]3[C:21]([NH2:26])=[CH:22][CH:23]=[CH:24][CH:25]=3)[CH2:15][CH2:14]2)[C:11]2=[C:12]3[C:7](=[CH:8][CH:9]=[CH:10]2)[CH:6]=[CH:5][CH:4]=[C:3]3[CH2:2]1.[C:27](N1C=CN=C1)(N1C=CN=C1)=[O:28].O. (3) Given the product [F:1][C:2]1[CH:7]=[CH:6][C:5]([C:8]2([OH:21])[CH2:13][CH2:12][N:11]([C:14]3[N:19]=[CH:18][N:17]([CH2:23][N:24]4[CH:28]=[CH:27][C:26]([C:29]([F:32])([F:31])[F:30])=[N:25]4)[C:16](=[O:20])[N:15]=3)[CH2:10][CH2:9]2)=[CH:4][CH:3]=1, predict the reactants needed to synthesize it. The reactants are: [F:1][C:2]1[CH:7]=[CH:6][C:5]([C:8]2([OH:21])[CH2:13][CH2:12][N:11]([C:14]3[N:19]=[CH:18][NH:17][C:16](=[O:20])[N:15]=3)[CH2:10][CH2:9]2)=[CH:4][CH:3]=1.Cl[CH2:23][N:24]1[CH:28]=[CH:27][C:26]([C:29]([F:32])([F:31])[F:30])=[N:25]1. (4) Given the product [Cl:9][C:10]1[CH:18]=[CH:17][C:13]([C:14]([NH:1][CH:2]([CH3:3])[C:4]([OH:6])=[O:5])=[O:15])=[CH:12][CH:11]=1, predict the reactants needed to synthesize it. The reactants are: [NH2:1][C@H:2]([C:4]([OH:6])=[O:5])[CH3:3].[OH-].[K+].[Cl:9][C:10]1[CH:18]=[CH:17][C:13]([C:14](Cl)=[O:15])=[CH:12][CH:11]=1.Cl. (5) Given the product [Br:1][C:2]1[C:3]([F:10])=[CH:4][C:5]([Br:9])=[C:6]([F:8])[C:7]=1[N+:11]([O-:13])=[O:12], predict the reactants needed to synthesize it. The reactants are: [Br:1][C:2]1[CH:7]=[C:6]([F:8])[C:5]([Br:9])=[CH:4][C:3]=1[F:10].[N+:11]([O-])([OH:13])=[O:12].